From a dataset of NCI-60 drug combinations with 297,098 pairs across 59 cell lines. Regression. Given two drug SMILES strings and cell line genomic features, predict the synergy score measuring deviation from expected non-interaction effect. (1) Drug 1: CC1=C(C(=CC=C1)Cl)NC(=O)C2=CN=C(S2)NC3=CC(=NC(=N3)C)N4CCN(CC4)CCO. Synergy scores: CSS=24.1, Synergy_ZIP=-5.50, Synergy_Bliss=-0.447, Synergy_Loewe=-31.8, Synergy_HSA=-0.898. Drug 2: C1C(C(OC1N2C=NC(=NC2=O)N)CO)O. Cell line: CAKI-1. (2) Drug 1: CC1C(C(CC(O1)OC2CC(OC(C2O)C)OC3=CC4=CC5=C(C(=O)C(C(C5)C(C(=O)C(C(C)O)O)OC)OC6CC(C(C(O6)C)O)OC7CC(C(C(O7)C)O)OC8CC(C(C(O8)C)O)(C)O)C(=C4C(=C3C)O)O)O)O. Drug 2: CC1CCCC2(C(O2)CC(NC(=O)CC(C(C(=O)C(C1O)C)(C)C)O)C(=CC3=CSC(=N3)C)C)C. Cell line: TK-10. Synergy scores: CSS=48.3, Synergy_ZIP=-0.765, Synergy_Bliss=-0.637, Synergy_Loewe=3.08, Synergy_HSA=5.31. (3) Drug 1: C1=CC(=C2C(=C1NCCNCCO)C(=O)C3=C(C=CC(=C3C2=O)O)O)NCCNCCO. Drug 2: CC1C(C(CC(O1)OC2CC(OC(C2O)C)OC3=CC4=CC5=C(C(=O)C(C(C5)C(C(=O)C(C(C)O)O)OC)OC6CC(C(C(O6)C)O)OC7CC(C(C(O7)C)O)OC8CC(C(C(O8)C)O)(C)O)C(=C4C(=C3C)O)O)O)O. Cell line: SK-OV-3. Synergy scores: CSS=51.6, Synergy_ZIP=-0.336, Synergy_Bliss=-0.287, Synergy_Loewe=-11.0, Synergy_HSA=-0.115. (4) Drug 1: CC1=C2C(C(=O)C3(C(CC4C(C3C(C(C2(C)C)(CC1OC(=O)C(C(C5=CC=CC=C5)NC(=O)C6=CC=CC=C6)O)O)OC(=O)C7=CC=CC=C7)(CO4)OC(=O)C)O)C)OC(=O)C. Drug 2: CC=C1C(=O)NC(C(=O)OC2CC(=O)NC(C(=O)NC(CSSCCC=C2)C(=O)N1)C(C)C)C(C)C. Cell line: UACC-257. Synergy scores: CSS=34.9, Synergy_ZIP=-1.62, Synergy_Bliss=0.406, Synergy_Loewe=-3.46, Synergy_HSA=2.41.